From a dataset of Catalyst prediction with 721,799 reactions and 888 catalyst types from USPTO. Predict which catalyst facilitates the given reaction. (1) Reactant: ClC1C=CC=CC=1[N:8]1[C:12]2[C:13]3[S:17][C:16]([NH:18][C:19](=[O:21])[CH3:20])=[N:15][C:14]=3[CH2:22][CH2:23][C:11]=2[C:10]([CH:24]2[CH2:26][CH2:25]2)=[N:9]1.Cl.[Cl:28][C:29]1[CH:38]=[C:37](NN)[CH:36]=[CH:35][C:30]=1[C:31]([O:33][CH3:34])=[O:32]. Product: [C:19]([NH:18][C:16]1[S:17][C:13]2[C:12]3[N:8]([C:37]4[CH:36]=[CH:35][C:30]([C:31]([O:33][CH3:34])=[O:32])=[C:29]([Cl:28])[CH:38]=4)[N:9]=[C:10]([CH:24]4[CH2:25][CH2:26]4)[C:11]=3[CH2:23][CH2:22][C:14]=2[N:15]=1)(=[O:21])[CH3:20]. The catalyst class is: 15. (2) Reactant: [Cl-].C([Al+]CC)C.Cl.[CH3:8][NH:9][O:10][CH3:11].[Br:12][C:13]1[S:17][C:16]2=[C:18]([C:21]([O:23]C)=O)[N:19]=[CH:20][N:15]2[CH:14]=1.P([O-])([O-])([O-])=O. Product: [CH3:11][O:10][N:9]([CH3:8])[C:21]([C:18]1[N:19]=[CH:20][N:15]2[CH:14]=[C:13]([Br:12])[S:17][C:16]=12)=[O:23]. The catalyst class is: 4. (3) Reactant: [H-].[Na+].[I-].[CH3:4][S+](C)(C)=O.[Cl:9][C:10]1[CH:11]=[C:12]([CH:28]=[CH:29][CH:30]=1)[C:13]([C@@H:15]1[CH2:20][CH2:19][CH2:18][N:17]([C:21]([O:23][C:24]([CH3:27])([CH3:26])[CH3:25])=[O:22])[CH2:16]1)=[O:14]. Product: [Cl:9][C:10]1[CH:11]=[C:12]([C:13]2([C@@H:15]3[CH2:20][CH2:19][CH2:18][N:17]([C:21]([O:23][C:24]([CH3:26])([CH3:27])[CH3:25])=[O:22])[CH2:16]3)[CH2:4][O:14]2)[CH:28]=[CH:29][CH:30]=1. The catalyst class is: 1. (4) The catalyst class is: 71. Reactant: [Cl:1][C:2]1[CH:3]=[C:4]([CH:41]=[CH:42][CH:43]=1)[CH2:5][N:6]1[C:10]([CH3:11])=[C:9]([C:12]2[C:20]3[C:15](=[N:16][CH:17]=[C:18]([C:21]4[CH:26]=[CH:25][C:24]([N:27]5[CH2:32][CH2:31][N:30](C(OC(C)(C)C)=O)[CH2:29][CH2:28]5)=[CH:23][CH:22]=4)[CH:19]=3)[NH:14][CH:13]=2)[C:8]([CH3:40])=[N:7]1. Product: [ClH:1].[Cl:1][C:2]1[CH:3]=[C:4]([CH:41]=[CH:42][CH:43]=1)[CH2:5][N:6]1[C:10]([CH3:11])=[C:9]([C:12]2[C:20]3[C:15](=[N:16][CH:17]=[C:18]([C:21]4[CH:22]=[CH:23][C:24]([N:27]5[CH2:28][CH2:29][NH:30][CH2:31][CH2:32]5)=[CH:25][CH:26]=4)[CH:19]=3)[NH:14][CH:13]=2)[C:8]([CH3:40])=[N:7]1. (5) Reactant: [Cl:1][C:2]1[CH:10]=[CH:9][C:8]2[NH:7][C:6]3[CH2:11][CH2:12][N:13]([CH3:15])[CH2:14][C:5]=3[C:4]=2[CH:3]=1.[H-].[Na+].[CH2:18]([C:22]1([C:25]2[CH:30]=[CH:29][C:28]([F:31])=[CH:27][CH:26]=2)[CH2:24][O:23]1)[CH2:19][CH2:20][CH3:21]. Product: [Cl:1][C:2]1[CH:10]=[CH:9][C:8]2[N:7]([CH2:24][C:22]([C:25]3[CH:26]=[CH:27][C:28]([F:31])=[CH:29][CH:30]=3)([OH:23])[CH2:18][CH2:19][CH2:20][CH3:21])[C:6]3[CH2:11][CH2:12][N:13]([CH3:15])[CH2:14][C:5]=3[C:4]=2[CH:3]=1. The catalyst class is: 3.